This data is from Full USPTO retrosynthesis dataset with 1.9M reactions from patents (1976-2016). The task is: Predict the reactants needed to synthesize the given product. (1) Given the product [OH:51][C:35]1([C:32]2[CH:33]=[CH:34][C:29]([C:8]3[CH:9]=[CH:10][C:5]([C:3]([NH:2][CH3:1])=[O:4])=[N:6][CH:7]=3)=[CH:30][C:31]=2[CH3:52])[CH2:36][CH2:37][CH:38]([C:41]([NH:43][C@H:44]2[CH2:49][CH2:48][C@@H:47]([OH:50])[CH2:46][CH2:45]2)=[O:42])[CH2:39][CH2:40]1, predict the reactants needed to synthesize it. The reactants are: [CH3:1][NH:2][C:3]([C:5]1[CH:10]=[CH:9][C:8](B2OC(C)(C)C(C)(C)O2)=[CH:7][N:6]=1)=[O:4].[O-]P([O-])([O-])=O.[K+].[K+].[K+].Br[C:29]1[CH:34]=[CH:33][C:32]([C:35]2([OH:51])[CH2:40][CH2:39][CH:38]([C:41]([NH:43][C@H:44]3[CH2:49][CH2:48][C@@H:47]([OH:50])[CH2:46][CH2:45]3)=[O:42])[CH2:37][CH2:36]2)=[C:31]([CH3:52])[CH:30]=1. (2) Given the product [NH2:17][C:14]1[CH:15]=[CH:16][C:4]2[C:3]3[C:8](=[CH:9][CH:10]=[CH:11][C:2]=3[OH:1])[O:7][C:6](=[O:12])[C:5]=2[CH:13]=1, predict the reactants needed to synthesize it. The reactants are: [OH:1][C:2]1[CH:11]=[CH:10][CH:9]=[C:8]2[C:3]=1[C:4]1[CH:16]=[CH:15][C:14]([N+:17]([O-])=O)=[CH:13][C:5]=1[C:6](=[O:12])[O:7]2. (3) Given the product [Cl:21][C:22]1[CH:28]=[CH:27][C:25]([NH:26][C:50](=[O:49])[CH2:51][O:29][NH:7][C:6](=[O:30])[C:5]2[CH:12]=[C:13]([C:15]([F:16])([F:17])[F:18])[CH:14]=[C:3]([C:2]([F:1])([F:19])[F:20])[CH:4]=2)=[CH:24][CH:23]=1, predict the reactants needed to synthesize it. The reactants are: [F:1][C:2]([F:20])([F:19])[C:3]1[CH:4]=[C:5]([CH:12]=[C:13]([C:15]([F:18])([F:17])[F:16])[CH:14]=1)[CH2:6][NH:7]CC(O)=O.[Cl:21][C:22]1[CH:28]=[CH:27][C:25]([NH2:26])=[CH:24][CH:23]=1.[OH2:29].[OH:30]N1C2C=CC=CC=2N=N1.C(N(CC)C(C)C)(C)C.[O:49]1CC[CH2:51][CH2:50]1.